Dataset: Forward reaction prediction with 1.9M reactions from USPTO patents (1976-2016). Task: Predict the product of the given reaction. Given the reactants Cl[C:2]1[N:10]([C:11]2[CH:16]=[CH:15][CH:14]=[CH:13][C:12]=2[Cl:17])[C:9]2[C:8](=[O:18])[NH:7][C:6](=[O:19])[N:5]([CH3:20])[C:4]=2[N:3]=1.[C:21]([O:25][C:26]([N:28]1[CH2:33][CH2:32][NH:31][CH2:30][CH2:29]1)=[O:27])([CH3:24])([CH3:23])[CH3:22], predict the reaction product. The product is: [Cl:17][C:12]1[CH:13]=[CH:14][CH:15]=[CH:16][C:11]=1[N:10]1[C:9]2[C:8](=[O:18])[NH:7][C:6](=[O:19])[N:5]([CH3:20])[C:4]=2[N:3]=[C:2]1[N:31]1[CH2:30][CH2:29][N:28]([C:26]([O:25][C:21]([CH3:24])([CH3:23])[CH3:22])=[O:27])[CH2:33][CH2:32]1.